Task: Binary Classification. Given a miRNA mature sequence and a target amino acid sequence, predict their likelihood of interaction.. Dataset: Experimentally validated miRNA-target interactions with 360,000+ pairs, plus equal number of negative samples (1) The protein sequence of the target gene is MADEDGEGIHPSAPHRNGGGGGGGGSGLHCAGNGGGGGGGPRVVRIVKSESGYGFNVRGQVSEGGQLRSINGELYAPLQHVSAVLPGGAADRAGVRKGDRILEVNHVNVEGATHKQVVDLIRAGEKELILTVLSVPPHEADNLDPSDDSLGQSFYDYTEKQAVPISVPRYKHVEQNGEKFVVYNVYMAGRQLCSKRYREFAILHQNLKREFANFTFPRLPGKWPFSLSEQQLDARRRGLEEYLEKVCSIRVIGESDIMQEFLSESDENYNGVSDVELRVALPDGTTVTVRVKKNSTTDQV.... Result: 0 (no interaction). The miRNA is hsa-miR-4701-3p with sequence AUGGGUGAUGGGUGUGGUGU. (2) The miRNA is mmu-miR-290a-5p with sequence ACUCAAACUAUGGGGGCACUUU. The protein sequence of the target gene is MGASASSPATAVNASNASDGQPASPPSGCPMHKGQRKGCPVTAATSDLTSESKAHTVPAHQDRAYDYVECPVTGARAKDKESLDPSNLMPPPNQTPSPDQPFTLSTSREESSIPRADSEKKWVYPSEQMFWNAMLRKGWKWKDDDISQKDMYNIIRIHNQNNEQAWKEILKWEALHAHECPCGPSLVRFGGKAREYSPRARIRSWMGYELPFDRHDWIINRCGTEVRYVIDYYDGGEVNKEYQFTILDVRPAFDSFSAVWDRMKVAWWRWTS. Result: 1 (interaction). (3) The miRNA is hsa-miR-6508-5p with sequence UCUAGAAAUGCAUGACCCACC. The protein sequence of the target gene is MSTSRKLKSHGMRRSKSRSPHKGVKRGGSKRKYRKGNLKSRKRGDDANRNYRSHL. Result: 0 (no interaction). (4) The miRNA is cel-miR-236-3p with sequence UAAUACUGUCAGGUAAUGACGCU. The protein sequence of the target gene is MPHLLVTFRDVAIDFSQEEWECLDPAQRDLYRDVMLENYSNLISLDLESSCVTKKLSPEKEIYEMESLQWENMGKRINHHLQYNGLGDNMECKGNLEGQEASQEGLYMCVKITCEEKATESHSTSSTFHRIIPTKEKLYKCKECRQGFSYLSCLIQHEENHNIEKCSEVKKHRNTFSKKPSYIQHQRIQTGEKPYECMECGKAFGRTSDLIQHQKIHTNEKPYQCNACGKAFIRGSQLTEHQRVHTGEKPYECKKCGKAFSYCSQYTLHQRIHSGEKPYECKDCGKAFILGSQLTYHQRI.... Result: 0 (no interaction). (5) The miRNA is hsa-let-7a-5p with sequence UGAGGUAGUAGGUUGUAUAGUU. The protein sequence of the target gene is MANGTADVRKLFIFTTTQNYFGLMSELWDQPLLCNCLEINNFLDDGNQMLLRVQRSDAGISFSNTIEFGDTKDKVLVFFKLRPEVITDENLHDNILVSSMLESPISSLYQAVRQVFAPMLLKDQEWSRNFDPKLQNLLSELEAGLGIVLRRSDTNLTKLKFKEDDTRGILTPSDEFQFWIEQAHRGNKQISKERANYFKELFETIAREFYNLDSLSLLEVVDLVETTQDVVDDVWRQTEHDHYPESRMLHLLDIIGGSFGRFVQKKLGTLNLWEDPYYLVKESLKAGISICEQWVIVCNH.... Result: 1 (interaction). (6) The miRNA is mmu-miR-1199-5p with sequence UCUGAGUCCCGGUCGCGCGG. The protein sequence of the target gene is MAESIIIRVQSPDGVKRITATKRETAATFLKKVAKEFGFQNNGFSVYINRNKTGEITASSSKSLHLLKIKHGDLLFLFPSSLAGPSSEMETSTSVGLKAFGAPNVVEDEIDQYLSKQDGKIYRSRDPQLCRHGPLGKCVHCVPLEPFDEDYLNHLEPPVKHMSFHAYIRKLTGGADKGKFVALENISCKIKSGCEGHLPWPNGICTKCQPSAITLNRQKYRHVDNIMFENHTVADRFLDFWRKTGNQHFGYLYGRYTEHKDIPLGIRAEVAAIYEPPQIGTQNSLELLEDPKAEVVDEIA.... Result: 1 (interaction).